This data is from Reaction yield outcomes from USPTO patents with 853,638 reactions. The task is: Predict the reaction yield, written as a fraction of the theoretical maximum amount of product (1.0 means a 100% yield; for example, 0.34 means a 34% yield). (1) The reactants are [Cl:1][C:2]1[CH:11]=[CH:10][C:9]2[N:8]=[CH:7][C:6]3[N:12]=[CH:13][N:14]([CH2:15][C:16]4[CH:21]=[CH:20][C:19]([O:22][CH3:23])=[CH:18][C:17]=4[O:24][CH3:25])[C:5]=3[C:4]=2[CH:3]=1.ClC1C=CC=C(C(OO)=[O:34])C=1.C(Cl)Cl. The catalyst is CO.C(Cl)Cl. The product is [Cl:1][C:2]1[CH:11]=[CH:10][C:9]2[NH:8][C:7](=[O:34])[C:6]3[N:12]=[CH:13][N:14]([CH2:15][C:16]4[CH:21]=[CH:20][C:19]([O:22][CH3:23])=[CH:18][C:17]=4[O:24][CH3:25])[C:5]=3[C:4]=2[CH:3]=1. The yield is 0.770. (2) The reactants are [N:1]1([CH2:6][CH2:7][CH2:8][C:9]2[CH:10]=[C:11]3[C:15](=[CH:16][CH:17]=2)[NH:14][C:13]([CH2:18][OH:19])=[CH:12]3)[CH2:5][CH2:4][CH2:3][CH2:2]1. The catalyst is ClCCl.C1(C)C=CC=CC=1.[O-2].[Mn+4].[O-2]. The product is [N:1]1([CH2:6][CH2:7][CH2:8][C:9]2[CH:10]=[C:11]3[C:15](=[CH:16][CH:17]=2)[NH:14][C:13]([CH:18]=[O:19])=[CH:12]3)[CH2:5][CH2:4][CH2:3][CH2:2]1. The yield is 0.720.